Dataset: Catalyst prediction with 721,799 reactions and 888 catalyst types from USPTO. Task: Predict which catalyst facilitates the given reaction. (1) Reactant: [CH3:1][C:2]1[C:3](NC(=O)OC(C)(C)C)=[C:4]2[C:8](=[CH:9][CH:10]=1)[N:7]([S:11]([C:14]1[CH:20]=[CH:19][C:17]([CH3:18])=[CH:16][CH:15]=1)(=[O:13])=[O:12])[CH:6]=[CH:5]2.[C:29]([O-:32])([O-])=O.[K+].[K+].[C:35]1(C)C=CC=C[CH:36]=1.COC1C=CC=C(OC)C=1C1C=CC=CC=1P(C1CCCCC1)C1CCCCC1. Product: [CH3:1][C:2]1[CH:10]=[C:9]([CH:35]=[CH2:36])[C:8]2[N:7]([S:11]([C:14]3[CH:15]=[CH:16][C:17]([CH3:18])=[CH:19][CH:20]=3)(=[O:12])=[O:13])[CH:6]=[CH:5][C:4]=2[C:3]=1[CH:29]=[O:32]. The catalyst class is: 25. (2) Reactant: [CH3:1][C:2]1[C:6]([C:7]2[CH:8]=[C:9]([C:33]([O:35][C:36]([CH3:39])([CH3:38])[CH3:37])=[O:34])[C:10]3[C:11]4[CH:12]=[C:13]([C:28]([O:30]CC)=[O:29])[CH:14]=[CH:15][C:16]=4[N:17]([CH2:20][C:21]4[CH:26]=[CH:25][C:24]([F:27])=[CH:23][CH:22]=4)[C:18]=3[CH:19]=2)=[C:5]([CH3:40])[O:4][N:3]=1.C1COCC1.[OH-].[Na+]. Product: [C:36]([O:35][C:33]([C:9]1[CH:8]=[C:7]([C:6]2[C:2]([CH3:1])=[N:3][O:4][C:5]=2[CH3:40])[CH:19]=[C:18]2[C:10]=1[C:11]1[CH:12]=[C:13]([C:28]([OH:30])=[O:29])[CH:14]=[CH:15][C:16]=1[N:17]2[CH2:20][C:21]1[CH:22]=[CH:23][C:24]([F:27])=[CH:25][CH:26]=1)=[O:34])([CH3:39])([CH3:37])[CH3:38]. The catalyst class is: 5. (3) Reactant: Cl[C:2]1[N:7]=[N:6][C:5]([N:8]([CH2:16][C:17]2([C:21]3[C:26]([F:27])=[CH:25][CH:24]=[CH:23][N:22]=3)[CH2:20][CH2:19][CH2:18]2)[C:9](=[O:15])[O:10][C:11]([CH3:14])([CH3:13])[CH3:12])=[CH:4][CH:3]=1.O1CCO[CH2:30][CH2:29]1.C([O-])([O-])=O.[K+].[K+]. Product: [F:27][C:26]1[C:21]([C:17]2([CH2:16][N:8]([C:5]3[N:6]=[N:7][C:2]([CH:29]=[CH2:30])=[CH:3][CH:4]=3)[C:9](=[O:15])[O:10][C:11]([CH3:14])([CH3:13])[CH3:12])[CH2:20][CH2:19][CH2:18]2)=[N:22][CH:23]=[CH:24][CH:25]=1. The catalyst class is: 518. (4) Reactant: [CH3:1][CH:2]([CH2:9][CH2:10][CH3:11])[CH2:3][CH2:4][CH2:5][C:6](=[O:8])[CH3:7].N.[CH:13]#[CH:14].[OH-].[K+]. Product: [CH3:7][C:6]([OH:8])([CH2:5][CH2:4][CH2:3][CH:2]([CH3:1])[CH2:9][CH2:10][CH3:11])[C:13]#[CH:14]. The catalyst class is: 15. (5) Reactant: [CH3:1][C:2]([OH:6])([C:4]#[CH:5])[CH3:3].[CH2:7]([Li])CCC.[CH3:12][C:13](=[O:16])[CH2:14]C. Product: [CH3:12][C:13]([OH:16])([C:5]#[C:4][C:2]([CH3:3])([OH:6])[CH2:1][CH3:7])[CH3:14]. The catalyst class is: 7. (6) Reactant: [CH2:1]([O:3][C:4](=[O:13])[CH2:5][S:6][C:7]1[S:11][C:10]([NH2:12])=[N:9][CH:8]=1)[CH3:2].[CH:14]1([NH:19][C@H:20]2[CH2:25][CH2:24][C@H:23]([CH2:26][CH3:27])[CH2:22][CH2:21]2)[CH2:18][CH2:17][CH2:16][CH2:15]1.C1C[O:31][CH2:30]C1. Product: [CH2:1]([O:3][C:4](=[O:13])[CH2:5][S:6][C:7]1[S:11][C:10]([NH:12][C:30]([N:19]([CH:14]2[CH2:15][CH2:16][CH2:17][CH2:18]2)[C@H:20]2[CH2:21][CH2:22][C@H:23]([CH2:26][CH3:27])[CH2:24][CH2:25]2)=[O:31])=[N:9][CH:8]=1)[CH3:2]. The catalyst class is: 142.